Dataset: Peptide-MHC class II binding affinity with 134,281 pairs from IEDB. Task: Regression. Given a peptide amino acid sequence and an MHC pseudo amino acid sequence, predict their binding affinity value. This is MHC class II binding data. (1) The peptide sequence is PRGVTHDQLNNFRAG. The MHC is HLA-DQA10301-DQB10302 with pseudo-sequence HLA-DQA10301-DQB10302. The binding affinity (normalized) is 0.147. (2) The peptide sequence is GLHFHEMNNGGDAMY. The MHC is HLA-DQA10201-DQB10301 with pseudo-sequence HLA-DQA10201-DQB10301. The binding affinity (normalized) is 0.380. (3) The peptide sequence is AGSYAADLGYGPATP. The MHC is HLA-DPA10103-DPB10201 with pseudo-sequence HLA-DPA10103-DPB10201. The binding affinity (normalized) is 0.109. (4) The peptide sequence is PDPTKLILQLLKDFL. The MHC is DRB5_0101 with pseudo-sequence DRB5_0101. The binding affinity (normalized) is 0.268. (5) The peptide sequence is YHLLCLERDLQRLIG. The MHC is DRB1_0101 with pseudo-sequence DRB1_0101. The binding affinity (normalized) is 0.0782.